Dataset: HIV replication inhibition screening data with 41,000+ compounds from the AIDS Antiviral Screen. Task: Binary Classification. Given a drug SMILES string, predict its activity (active/inactive) in a high-throughput screening assay against a specified biological target. (1) The molecule is CCOP(=O)(CN=C(c1ccccc1)c1ccccc1)OCC. The result is 0 (inactive). (2) The drug is CN(C)C(=O)Sc1nnc(C(C)(C)C)o1. The result is 0 (inactive). (3) The drug is CCCC=[N+]1CCOC(=S)S[Zn-2]12SC(=S)OCC[N+]2=CCCC. The result is 0 (inactive). (4) The drug is c1cnc2c3cnc4sccc4c3nn2c1. The result is 0 (inactive). (5) The compound is COC1=C(Br)C(=O)c2nc(C)ccc2C1=O. The result is 0 (inactive).